This data is from Forward reaction prediction with 1.9M reactions from USPTO patents (1976-2016). The task is: Predict the product of the given reaction. The product is: [C:34]([N:31]1[CH2:30][CH2:29][CH:28]([NH:27][C:25]([C:21]2[C:17]3[N:18]=[CH:19][N:20]=[C:15]([C:8]4[CH:9]=[C:10]([CH2:13][CH3:14])[CH:11]=[CH:12][C:7]=4[O:6][CH2:5][CH:2]4[CH2:4][CH2:3]4)[C:16]=3[NH:23][C:22]=2[CH3:24])=[O:26])[CH2:33][CH2:32]1)(=[O:36])[CH3:35]. Given the reactants Cl.[CH:2]1([CH2:5][O:6][C:7]2[CH:12]=[CH:11][C:10]([CH2:13][CH3:14])=[CH:9][C:8]=2[C:15]2[C:16]3[NH:23][C:22]([CH3:24])=[C:21]([C:25]([NH:27][CH:28]4[CH2:33][CH2:32][NH:31][CH2:30][CH2:29]4)=[O:26])[C:17]=3[N:18]=[CH:19][N:20]=2)[CH2:4][CH2:3]1.[C:34](Cl)(=[O:36])[CH3:35], predict the reaction product.